Predict the reactants needed to synthesize the given product. From a dataset of Full USPTO retrosynthesis dataset with 1.9M reactions from patents (1976-2016). (1) Given the product [Cl:21][C:22]1[CH:23]=[C:24]([NH:29][C:30]2[C:39]3[C:34](=[CH:35][C:36]([O:41][CH3:42])=[C:37]([O:40][CH2:2][CH2:3][CH2:4][N:5]4[CH2:9][CH:8]5[CH2:10][CH2:11][O:12][C:13](=[O:14])[CH:7]5[CH2:6]4)[CH:38]=3)[N:33]=[CH:32][N:31]=2)[CH:25]=[CH:26][C:27]=1[F:28], predict the reactants needed to synthesize it. The reactants are: Cl[CH2:2][CH2:3][CH2:4][N:5]1[CH2:9][CH:8]2[CH2:10][CH2:11][O:12][C:13](=[O:14])[CH:7]2[CH2:6]1.C([O-])([O-])=O.[K+].[K+].[Cl:21][C:22]1[CH:23]=[C:24]([NH:29][C:30]2[C:39]3[C:34](=[CH:35][C:36]([O:41][CH3:42])=[C:37]([OH:40])[CH:38]=3)[N:33]=[CH:32][N:31]=2)[CH:25]=[CH:26][C:27]=1[F:28].C(Cl)Cl. (2) Given the product [I:10][C:7]1[CH:8]=[CH:9][C:4]([C:2](=[O:3])[CH:1]=[CH:18][C:16]2[O:17][C:13]([N:12]([CH3:20])[CH3:11])=[CH:14][CH:15]=2)=[CH:5][CH:6]=1, predict the reactants needed to synthesize it. The reactants are: [CH3:1][C:2]([C:4]1[CH:9]=[CH:8][C:7]([I:10])=[CH:6][CH:5]=1)=[O:3].[CH3:11][N:12]([CH3:20])[C:13]1[O:17][C:16]([CH:18]=O)=[CH:15][CH:14]=1.[OH-].[K+]. (3) Given the product [CH3:26][N:27]1[C@H:36]2[CH2:37][C:38]3[CH:43]=[CH:42][C:41]([O:44][CH3:45])=[CH:40][C:39]=3[C@:30]3([C@@H:35]2[CH2:34][CH2:33][CH2:32][CH2:31]3)[CH2:29][CH2:28]1.[CH3:26][N:27]1[C@H:36]2[CH2:37][C:38]3[CH:43]=[CH:42][C:41]([OH:44])=[CH:40][C:39]=3[C@:30]3([C@@H:35]2[CH2:34][CH2:33][CH2:32][CH2:31]3)[CH2:29][CH2:28]1.[CH3:45][O:44][C:41]1[CH:42]=[CH:43][C:38]2[CH2:37][C@H:36]3[NH:27][CH2:28][CH2:29][C@@:30]4([C:39]=2[CH:40]=1)[C@H:35]3[CH2:34][CH2:33][CH2:32][CH2:31]4, predict the reactants needed to synthesize it. The reactants are: O.O.[Cl-].[Ca+2].[Cl-].C(=O)(O)[O-].[Na+].C1N(CCO)CCN(CCS(O)(=O)=O)C1.[CH3:26][N:27]1[C@H:36]2[CH2:37][C:38]3[CH:43]=[CH:42][C:41]([O:44][CH3:45])=[CH:40][C:39]=3[C@:30]3([C@@H:35]2[CH2:34][CH2:33][CH2:32][CH2:31]3)[CH2:29][CH2:28]1. (4) Given the product [F:13][C@H:14]1[CH2:18][N:17]([C:19]([O:21][C:22]([CH3:23])([CH3:24])[CH3:25])=[O:20])[C@H:16]([C:26](=[O:27])[NH:1][C:2]2[CH:7]=[N:6][CH:5]=[CH:4][N:3]=2)[CH2:15]1, predict the reactants needed to synthesize it. The reactants are: [NH2:1][C:2]1[CH:7]=[N:6][CH:5]=[CH:4][N:3]=1.C([Mg]Cl)(C)C.[F:13][C@H:14]1[CH2:18][N:17]([C:19]([O:21][C:22]([CH3:25])([CH3:24])[CH3:23])=[O:20])[C@H:16]([C:26](OC)=[O:27])[CH2:15]1. (5) Given the product [CH3:19][C:16]1[CH:17]=[CH:18][C:13]([C:20]([C:36]2[N:30]([CH:40]=[CH2:39])[C:31]3[CH:32]=[CH:33][CH:34]=[CH:35][C:38]=3[N:37]=2)=[O:23])=[CH:14][CH:15]=1, predict the reactants needed to synthesize it. The reactants are: N1C2C=CC=CC=2N=C1C(O[C:13]1[CH:18]=[CH:17][C:16]([CH3:19])=[CH:15][CH:14]=1)=O.[C:20](=[O:23])([O-])[O-].[K+].[K+].ClCCBr.[N:30]12[CH2:40][CH2:39][CH2:38][N:37]=[C:36]1[CH2:35][CH2:34][CH2:33][CH2:32][CH2:31]2.Cl. (6) The reactants are: [OH-].[Na+].C[O:4][C:5](=[O:41])[CH2:6][C:7]1[CH:8]=[N:9][CH:10]=[C:11]([C:13]2[C:18]([CH3:19])=[CH:17][C:16]([C:20]([CH2:38][CH3:39])([C:23]3[CH:28]=[CH:27][C:26](/[CH:29]=[CH:30]/[C:31]([CH2:35][CH3:36])([OH:34])[CH2:32][CH3:33])=[C:25]([CH3:37])[CH:24]=3)[CH2:21][CH3:22])=[CH:15][C:14]=2[CH3:40])[CH:12]=1.[Cl-].[NH4+]. Given the product [CH2:21]([C:20]([C:16]1[CH:17]=[C:18]([CH3:19])[C:13]([C:11]2[CH:12]=[C:7]([CH2:6][C:5]([OH:41])=[O:4])[CH:8]=[N:9][CH:10]=2)=[C:14]([CH3:40])[CH:15]=1)([C:23]1[CH:28]=[CH:27][C:26](/[CH:29]=[CH:30]/[C:31]([CH2:32][CH3:33])([OH:34])[CH2:35][CH3:36])=[C:25]([CH3:37])[CH:24]=1)[CH2:38][CH3:39])[CH3:22], predict the reactants needed to synthesize it. (7) Given the product [Cl:16][C:17]1[N:18]=[C:19]([O:1][C:2]2[C:11]3[C:6](=[CH:7][CH:8]=[CH:9][CH:10]=3)[C:5]([NH:12][C:13](=[O:15])[CH3:14])=[CH:4][CH:3]=2)[CH:20]=[N:21][CH:22]=1, predict the reactants needed to synthesize it. The reactants are: [OH:1][C:2]1[C:11]2[C:6](=[CH:7][CH:8]=[CH:9][CH:10]=2)[C:5]([NH:12][C:13](=[O:15])[CH3:14])=[CH:4][CH:3]=1.[Cl:16][C:17]1[CH:22]=[N:21][CH:20]=[C:19](Cl)[N:18]=1.